From a dataset of Catalyst prediction with 721,799 reactions and 888 catalyst types from USPTO. Predict which catalyst facilitates the given reaction. (1) The catalyst class is: 4. Reactant: [I:1][C:2]1[CH:8]=[C:7]([N+:9]([O-:11])=[O:10])[CH:6]=[CH:5][C:3]=1[NH2:4].[CH3:12][S:13](Cl)(=[O:15])=[O:14].[NH4+].[Cl-]. Product: [I:1][C:2]1[CH:8]=[C:7]([N+:9]([O-:11])=[O:10])[CH:6]=[CH:5][C:3]=1[N:4]([S:13]([CH3:12])(=[O:15])=[O:14])[S:13]([CH3:12])(=[O:15])=[O:14]. (2) Reactant: [N:1]1[CH:6]=[CH:5][C:4]([C:7]2[CH:12]=[CH:11][C:10]([CH2:13][C:14]([OH:16])=O)=[CH:9][CH:8]=2)=[CH:3][CH:2]=1.CO[C:19]1[C:24]2[N:25]=[C:26]([NH2:28])[S:27][C:23]=2[CH:22]=[CH:21][CH:20]=1.CCN(C(C)C)C(C)C.CN([C:41]([O:45]N1N=NC2C=CC=NC1=2)=[N+](C)C)C.F[P-](F)(F)(F)(F)F. Product: [CH3:41][O:45][C:21]1[CH:20]=[CH:19][C:24]2[N:25]=[C:26]([NH:28][C:14](=[O:16])[CH2:13][C:10]3[CH:9]=[CH:8][C:7]([C:4]4[CH:3]=[CH:2][N:1]=[CH:6][CH:5]=4)=[CH:12][CH:11]=3)[S:27][C:23]=2[CH:22]=1. The catalyst class is: 3. (3) Reactant: [CH2:1]([N:3]1[CH:7]=[C:6]([C:8]2[CH:13]=[CH:12][N:11]=[CH:10][CH:9]=2)[C:5]([C:14]2[C:15]([F:22])=[C:16]([NH2:21])[CH:17]=[CH:18][C:19]=2[F:20])=[N:4]1)[CH3:2].[F:23][C:24]1[CH:29]=[CH:28][C:27]([F:30])=[CH:26][C:25]=1[S:31](Cl)(=[O:33])=[O:32].S(Cl)(Cl)(=O)=O. Product: [CH2:1]([N:3]1[CH:7]=[C:6]([C:8]2[CH:13]=[CH:12][N:11]=[CH:10][CH:9]=2)[C:5]([C:14]2[C:15]([F:22])=[C:16]([NH:21][S:31]([C:25]3[CH:26]=[C:27]([F:30])[CH:28]=[CH:29][C:24]=3[F:23])(=[O:33])=[O:32])[CH:17]=[CH:18][C:19]=2[F:20])=[N:4]1)[CH3:2]. The catalyst class is: 17. (4) Reactant: C([N:8]1[CH2:12][C@H:11]2[C@@H:13]([N:16]([CH:30]3[CH2:32][CH2:31]3)[S:17]([C:20]3[CH:25]=[CH:24][CH:23]=[C:22]([C:26]([F:29])([F:28])[F:27])[CH:21]=3)(=[O:19])=[O:18])[CH2:14][CH2:15][C@H:10]2[CH2:9]1)C1C=CC=CC=1. Product: [CH:30]1([N:16]([C@@H:13]2[C@H:11]3[C@H:10]([CH2:9][NH:8][CH2:12]3)[CH2:15][CH2:14]2)[S:17]([C:20]2[CH:25]=[CH:24][CH:23]=[C:22]([C:26]([F:28])([F:27])[F:29])[CH:21]=2)(=[O:18])=[O:19])[CH2:31][CH2:32]1. The catalyst class is: 563.